The task is: Predict the reactants needed to synthesize the given product.. This data is from Full USPTO retrosynthesis dataset with 1.9M reactions from patents (1976-2016). (1) Given the product [F:1][C:2]1[CH:11]=[C:10]2[C:5]([N:6]=[C:7]([N:19]([CH3:23])[CH:20]([CH3:22])[CH3:21])[C:8]([C:12]3[CH:17]=[CH:16][C:15]([F:18])=[CH:14][CH:13]=3)=[N:9]2)=[CH:4][C:3]=1[C:24]([OH:26])=[O:25], predict the reactants needed to synthesize it. The reactants are: [F:1][C:2]1[CH:11]=[C:10]2[C:5]([N:6]=[C:7]([N:19]([CH3:23])[CH:20]([CH3:22])[CH3:21])[C:8]([C:12]3[CH:17]=[CH:16][C:15]([F:18])=[CH:14][CH:13]=3)=[N:9]2)=[CH:4][C:3]=1[C:24]([O:26]C)=[O:25].[OH-].[Li+]. (2) Given the product [CH3:23][C:24]1([CH3:46])[O:29][CH2:28][N:27]([CH2:30][C:31]2[CH:36]=[CH:35][CH:34]=[CH:33][C:32]=2[NH:37][S:38]([C:41]([F:44])([F:43])[F:42])(=[O:40])=[O:39])[C:26](=[S:10])[CH2:25]1, predict the reactants needed to synthesize it. The reactants are: COC1C=CC(P2(SP(C3C=CC(OC)=CC=3)(=S)S2)=[S:10])=CC=1.[CH3:23][C:24]1([CH3:46])[O:29][CH2:28][N:27]([CH2:30][C:31]2[CH:36]=[CH:35][CH:34]=[CH:33][C:32]=2[NH:37][S:38]([C:41]([F:44])([F:43])[F:42])(=[O:40])=[O:39])[C:26](=O)[CH2:25]1. (3) Given the product [Cl:1][C:2]1[CH:19]=[C:18]([F:20])[CH:17]=[CH:16][C:3]=1[C:4]1[C:6]([C:7]([O:9][CH2:10][CH3:11])=[O:8])=[CH:12][N:46]=[C:44]([NH:43][C:33]2[CH:34]=[CH:35][C:36]([N:37]3[CH:41]=[C:40]([CH3:42])[N:39]=[CH:38]3)=[C:31]([O:30][CH3:29])[CH:32]=2)[N:45]=1, predict the reactants needed to synthesize it. The reactants are: [Cl:1][C:2]1[CH:19]=[C:18]([F:20])[CH:17]=[CH:16][C:3]=1[C:4]([C:6](=[CH:12]N(C)C)[C:7]([O:9][CH2:10][CH3:11])=[O:8])=O.[N+]([O-])(O)=O.[N+]([O-])(O)=O.[CH3:29][O:30][C:31]1[CH:32]=[C:33]([NH:43][C:44]([NH2:46])=[NH:45])[CH:34]=[CH:35][C:36]=1[N:37]1[CH:41]=[C:40]([CH3:42])[N:39]=[CH:38]1. (4) The reactants are: [Br:1][C:2]([OH:12])([CH3:11])[CH2:3][CH2:4][CH:5]1[NH:9][C:8](=[O:10])[CH2:7][CH2:6]1.[Si:13](Cl)([C:16]([CH3:19])([CH3:18])[CH3:17])([CH3:15])[CH3:14].N1C=CN=C1. Given the product [Br:1][C:2]([O:12][Si:13]([C:16]([CH3:19])([CH3:18])[CH3:17])([CH3:15])[CH3:14])([CH3:11])[CH2:3][CH2:4][CH:5]1[NH:9][C:8](=[O:10])[CH2:7][CH2:6]1, predict the reactants needed to synthesize it. (5) Given the product [ClH:28].[ClH:28].[F:23][C:24]1[CH:32]=[CH:31][CH:30]=[C:29]([F:33])[C:25]=1[C:26]([NH:16][C:12]1[CH:13]=[CH:14][CH:15]=[C:10]([N:8]([CH3:9])[CH:5]2[CH2:4][CH2:3][N:2]([CH3:1])[CH2:7][CH2:6]2)[CH:11]=1)=[O:27], predict the reactants needed to synthesize it. The reactants are: [CH3:1][N:2]1[CH2:7][CH2:6][CH:5]([N:8]([C:10]2[CH:15]=[CH:14][CH:13]=[C:12]([NH2:16])[CH:11]=2)[CH3:9])[CH2:4][CH2:3]1.N1C=CC=CC=1.[F:23][C:24]1[CH:32]=[CH:31][CH:30]=[C:29]([F:33])[C:25]=1[C:26]([Cl:28])=[O:27]. (6) Given the product [F:1][C:2]1[CH:38]=[CH:37][CH:36]=[CH:35][C:3]=1[CH2:4][N:5]([CH3:34])[C:6]([C:8]1[N:9]=[N:10][N:11]([CH2:19][C:20]2[CH:25]=[C:24]([C:26]([F:29])([F:28])[F:27])[CH:23]=[C:22]([C:30]([F:33])([F:32])[F:31])[CH:21]=2)[C:12]=1[C:13]1[CH:18]=[CH:17][CH:16]=[CH:15][CH:14]=1)=[S:48], predict the reactants needed to synthesize it. The reactants are: [F:1][C:2]1[CH:38]=[CH:37][CH:36]=[CH:35][C:3]=1[CH2:4][N:5]([CH3:34])[C:6]([C:8]1[N:9]=[N:10][N:11]([CH2:19][C:20]2[CH:25]=[C:24]([C:26]([F:29])([F:28])[F:27])[CH:23]=[C:22]([C:30]([F:33])([F:32])[F:31])[CH:21]=2)[C:12]=1[C:13]1[CH:18]=[CH:17][CH:16]=[CH:15][CH:14]=1)=O.COC1C=CC(P2(SP(C3C=CC(OC)=CC=3)(=S)S2)=[S:48])=CC=1. (7) Given the product [C:1]1([C:7]2[S:8][C:9]3[CH:15]=[C:14]([NH2:16])[CH:13]=[CH:12][C:10]=3[N:11]=2)[CH:2]=[CH:3][CH:4]=[CH:5][CH:6]=1, predict the reactants needed to synthesize it. The reactants are: [C:1]1([C:7]2[S:8][C:9]3[CH:15]=[C:14]([N+:16]([O-])=O)[CH:13]=[CH:12][C:10]=3[N:11]=2)[CH:6]=[CH:5][CH:4]=[CH:3][CH:2]=1.[Sn](Cl)Cl.N.